From a dataset of Forward reaction prediction with 1.9M reactions from USPTO patents (1976-2016). Predict the product of the given reaction. (1) Given the reactants Br[CH2:2][C:3]([C:5]1[N:6]([CH2:23][C:24]2[CH:32]=[CH:31][C:27]([C:28]([OH:30])=[O:29])=[CH:26][CH:25]=2)[C:7](=[O:22])[C:8]2[C:13]([C:14]=1[C:15]1[CH:20]=[CH:19][CH:18]=[CH:17][CH:16]=1)=[CH:12][C:11]([Cl:21])=[CH:10][CH:9]=2)=[O:4].[C:33]([NH2:36])(=S)[CH3:34].O, predict the reaction product. The product is: [NH2:36]/[C:33](/[CH3:34])=[CH:2]\[C:3]([C:5]1[N:6]([CH2:23][C:24]2[CH:32]=[CH:31][C:27]([C:28]([OH:30])=[O:29])=[CH:26][CH:25]=2)[C:7](=[O:22])[C:8]2[C:13]([C:14]=1[C:15]1[CH:20]=[CH:19][CH:18]=[CH:17][CH:16]=1)=[CH:12][C:11]([Cl:21])=[CH:10][CH:9]=2)=[O:4]. (2) Given the reactants [NH2:1][C:2]1[CH:10]=[CH:9][C:8]([CH3:11])=[CH:7][C:3]=1[C:4]([OH:6])=[O:5].Cl[C:13]([O:15][C:16]1[CH:21]=[CH:20][CH:19]=[CH:18][CH:17]=1)=O, predict the reaction product. The product is: [CH3:11][C:8]1[CH:9]=[CH:10][C:2]2[N:1]=[C:13]([O:15][C:16]3[CH:21]=[CH:20][CH:19]=[CH:18][CH:17]=3)[O:5][C:4](=[O:6])[C:3]=2[CH:7]=1. (3) Given the reactants C1(P([N:15]=[N+:16]=[N-:17])(C2C=CC=CC=2)=O)C=CC=CC=1.[Cl:18][C:19]1[CH:24]=[C:23]([C@H:25](O)[CH3:26])[CH:22]=[CH:21][N:20]=1.C1CCN2C(=NCCC2)CC1.O, predict the reaction product. The product is: [N:15]([C@H:25]([C:23]1[CH:22]=[CH:21][N:20]=[C:19]([Cl:18])[CH:24]=1)[CH3:26])=[N+:16]=[N-:17]. (4) Given the reactants Cl[C:2]1[CH:3]=[CH:4][C:5]2[C:11](=[O:12])[CH2:10][CH2:9][CH2:8][N:7]([C:13]([O:15][C:16]([CH3:19])([CH3:18])[CH3:17])=[O:14])[C:6]=2[N:20]=1.[Cl:21][C:22]1[CH:23]=[C:24](B(O)O)[CH:25]=[CH:26][CH:27]=1.C([O-])([O-])=O.[Cs+].[Cs+], predict the reaction product. The product is: [Cl:21][C:22]1[CH:27]=[C:26]([C:2]2[CH:3]=[CH:4][C:5]3[C:11](=[O:12])[CH2:10][CH2:9][CH2:8][N:7]([C:13]([O:15][C:16]([CH3:19])([CH3:18])[CH3:17])=[O:14])[C:6]=3[N:20]=2)[CH:25]=[CH:24][CH:23]=1. (5) The product is: [CH3:25][S:24][C:22]1[S:23][C:19]2[CH:18]=[C:17]([CH2:16][N:9]3[CH:10]=[CH:11][N:12]=[C:7]([N:4]4[CH2:5][CH2:6][O:1][CH2:2][CH2:3]4)[CH2:8]3)[CH:27]=[CH:26][C:20]=2[N:21]=1. Given the reactants [O:1]1[CH2:6][CH2:5][N:4]([C:7]2[CH:8]=[N:9][CH:10]=[CH:11][N:12]=2)[CH2:3][CH2:2]1.[H-].[Na+].Cl[CH2:16][C:17]1[CH:27]=[CH:26][C:20]2[N:21]=[C:22]([S:24][CH3:25])[S:23][C:19]=2[CH:18]=1.O, predict the reaction product.